This data is from Forward reaction prediction with 1.9M reactions from USPTO patents (1976-2016). The task is: Predict the product of the given reaction. (1) Given the reactants P(Cl)(Cl)(Cl)=O.[Cl:6][C:7]1[CH:12]=[CH:11][C:10]([C:13]2[C:14](=O)[NH:15][C:16]3[CH:17]=[C:18]4[O:25][C:24]([F:27])([F:26])[O:23][C:19]4=[CH:20][C:21]=3[N:22]=2)=[CH:9][CH:8]=1.[ClH:29].C(N(CC)CC)C, predict the reaction product. The product is: [Cl:29][C:14]1[C:13]([C:10]2[CH:11]=[CH:12][C:7]([Cl:6])=[CH:8][CH:9]=2)=[N:22][C:21]2[CH:20]=[C:19]3[O:23][C:24]([F:27])([F:26])[O:25][C:18]3=[CH:17][C:16]=2[N:15]=1. (2) Given the reactants C([O:5][C:6](=[O:40])[C:7]1[CH:12]=[CH:11][CH:10]=[C:9]([CH2:13][CH:14]([NH:28][C:29](=[O:37])[CH2:30][CH2:31][N:32]2[CH:36]=[CH:35][N:34]=[CH:33]2)[B:15]2[O:23]C3C(C)(C4CC(C3)C4(C)C)[O:16]2)[C:8]=1OC)(C)(C)C.B(Br)(Br)Br, predict the reaction product. The product is: [OH:16][B:15]1[CH:14]([NH:28][C:29](=[O:37])[CH2:30][CH2:31][N:32]2[CH:36]=[CH:35][N:34]=[CH:33]2)[CH2:13][C:9]2[CH:10]=[CH:11][CH:12]=[C:7]([C:6]([OH:5])=[O:40])[C:8]=2[O:23]1.